Dataset: Forward reaction prediction with 1.9M reactions from USPTO patents (1976-2016). Task: Predict the product of the given reaction. (1) Given the reactants Br[C:2]1[CH:3]=[C:4]([OH:9])[CH:5]=[C:6]([Br:8])[CH:7]=1.[CH3:10][O:11][C:12]1[CH:17]=[CH:16][C:15]([F:18])=[CH:14][C:13]=1B(O)O, predict the reaction product. The product is: [Br:8][C:6]1[CH:5]=[C:4]([OH:9])[CH:3]=[C:2]([C:17]2[CH:16]=[C:15]([F:18])[CH:14]=[CH:13][C:12]=2[O:11][CH3:10])[CH:7]=1. (2) Given the reactants C([O:4][CH2:5][CH2:6][CH2:7][S:8]([NH:11][C:12](=[O:46])[CH2:13][C@H:14]1[O:20][C@H:19]([C:21]2[CH:26]=[CH:25][CH:24]=[C:23]([O:27][CH3:28])[C:22]=2[O:29][CH3:30])[C:18]2[CH:31]=[C:32]([Cl:35])[CH:33]=[CH:34][C:17]=2[N:16]([CH2:36][C:37]([CH3:44])([CH3:43])[CH2:38][O:39]C(=O)C)[C:15]1=[O:45])(=[O:10])=[O:9])(=O)C.[OH-].[Na+].C(O)C, predict the reaction product. The product is: [OH:4][CH2:5][CH2:6][CH2:7][S:8]([NH:11][C:12](=[O:46])[CH2:13][C@H:14]1[O:20][C@H:19]([C:21]2[CH:26]=[CH:25][CH:24]=[C:23]([O:27][CH3:28])[C:22]=2[O:29][CH3:30])[C:18]2[CH:31]=[C:32]([Cl:35])[CH:33]=[CH:34][C:17]=2[N:16]([CH2:36][C:37]([CH3:44])([CH3:43])[CH2:38][OH:39])[C:15]1=[O:45])(=[O:10])=[O:9]. (3) Given the reactants [CH3:1][CH:2]1[N:14]2[C:15]3[C:10]([CH:11]([CH2:16][OH:17])[CH2:12][CH2:13]2)=[CH:9][CH:8]=[CH:7][C:6]=3[CH2:5][NH:4][CH2:3]1.C(N(CC)CC)C.[C:25]([O:29][C:30](O[C:30]([O:29][C:25]([CH3:28])([CH3:27])[CH3:26])=[O:31])=[O:31])([CH3:28])([CH3:27])[CH3:26].C(O)(=O)CC(CC(O)=O)(C(O)=O)O, predict the reaction product. The product is: [OH:17][CH2:16][CH:11]1[C:10]2[C:15]3=[C:6]([CH2:5][N:4]([C:30]([O:29][C:25]([CH3:28])([CH3:27])[CH3:26])=[O:31])[CH2:3][CH:2]([CH3:1])[N:14]3[CH2:13][CH2:12]1)[CH:7]=[CH:8][CH:9]=2. (4) The product is: [CH3:1][C:2]1([CH3:19])[CH2:6][N:5]([C:7]2[CH:16]=[CH:15][C:10]([C:11]([OH:13])=[O:12])=[CH:9][C:8]=2[CH3:17])[C:4](=[O:18])[NH:3]1. Given the reactants [CH3:1][C:2]1([CH3:19])[CH2:6][N:5]([C:7]2[CH:16]=[CH:15][C:10]([C:11]([O:13]C)=[O:12])=[CH:9][C:8]=2[CH3:17])[C:4](=[O:18])[NH:3]1.[OH-].[K+], predict the reaction product. (5) The product is: [C:20]([O:23][C:24]([N:8]([C:6]1[CH:5]=[CH:4][N:3]=[C:2]([Cl:1])[N:7]=1)[C:9]1[CH:10]=[C:11]2[C:15](=[CH:16][C:17]=1[CH3:18])[N:14]([C:24]([O:23][C:20]([CH3:22])([CH3:21])[CH3:19])=[O:25])[N:13]=[CH:12]2)=[O:25])([CH3:22])([CH3:21])[CH3:19]. Given the reactants [Cl:1][C:2]1[N:7]=[C:6]([NH:8][C:9]2[CH:10]=[C:11]3[C:15](=[CH:16][C:17]=2[CH3:18])[NH:14][N:13]=[CH:12]3)[CH:5]=[CH:4][N:3]=1.[CH3:19][C:20]([O:23][C:24](O[C:24]([O:23][C:20]([CH3:22])([CH3:21])[CH3:19])=[O:25])=[O:25])([CH3:22])[CH3:21], predict the reaction product. (6) The product is: [NH4+:8].[OH-:5].[C:1]([O:5][C:6]([NH:8][C:9]1[CH:10]=[C:11]([CH2:15][N:30]2[CH:31]=[CH:32][N:33]=[C:29]2[CH3:28])[CH:12]=[CH:13][CH:14]=1)=[O:7])([CH3:4])([CH3:3])[CH3:2]. Given the reactants [C:1]([O:5][C:6]([NH:8][C:9]1[CH:10]=[C:11]([CH2:15]O)[CH:12]=[CH:13][CH:14]=1)=[O:7])([CH3:4])([CH3:3])[CH3:2].C1(C)C=CC(S(Cl)(=O)=O)=CC=1.[CH3:28][C:29]1[NH:30][CH:31]=[CH:32][N:33]=1.[H-].[Na+].S(C1C=CC(C)=CC=1)([O-])(=O)=O, predict the reaction product. (7) Given the reactants C1(C)C=CC=CC=1.Br[C:9]1[CH:21]=[CH:20][C:12]([C:13]([O:15][C:16]([CH3:19])([CH3:18])[CH3:17])=[O:14])=[C:11]([NH:22][C:23]2[CH:28]=[CH:27][C:26]([F:29])=[CH:25][CH:24]=2)[CH:10]=1.[OH:30][CH2:31][C:32]1[CH:37]=[CH:36][C:35](B(O)O)=[CH:34][CH:33]=1.C(=O)([O-])O.[Na+], predict the reaction product. The product is: [F:29][C:26]1[CH:27]=[CH:28][C:23]([NH:22][C:11]2[CH:10]=[C:9]([C:35]3[CH:36]=[CH:37][C:32]([CH2:31][OH:30])=[CH:33][CH:34]=3)[CH:21]=[CH:20][C:12]=2[C:13]([O:15][C:16]([CH3:19])([CH3:18])[CH3:17])=[O:14])=[CH:24][CH:25]=1.